Binary Classification. Given a T-cell receptor sequence (or CDR3 region) and an epitope sequence, predict whether binding occurs between them. From a dataset of TCR-epitope binding with 47,182 pairs between 192 epitopes and 23,139 TCRs. (1) The epitope is MMISAGFSL. The TCR CDR3 sequence is CASSHNPLDPDYGYTF. Result: 0 (the TCR does not bind to the epitope). (2) Result: 0 (the TCR does not bind to the epitope). The epitope is FRYMNSQGL. The TCR CDR3 sequence is CASRATGGETEAFF.